The task is: Predict the product of the given reaction.. This data is from Forward reaction prediction with 1.9M reactions from USPTO patents (1976-2016). (1) Given the reactants Cl.[OH:2][CH:3]1[CH2:8][CH2:7][NH:6][CH2:5][CH2:4]1.[N+:9]([C:12]1[CH:22]=[CH:21][C:15]([CH2:16][O:17][C:18](Cl)=[O:19])=[CH:14][CH:13]=1)([O-:11])=[O:10].C(N(CC)CC)C, predict the reaction product. The product is: [OH:2][CH:3]1[CH2:8][CH2:7][N:6]([C:18]([O:17][CH2:16][C:15]2[CH:14]=[CH:13][C:12]([N+:9]([O-:11])=[O:10])=[CH:22][CH:21]=2)=[O:19])[CH2:5][CH2:4]1. (2) Given the reactants O[CH2:2][C:3]1[N:4]([CH2:14][CH2:15][OH:16])[C:5]2[C:10]([CH:11]=1)=[CH:9][C:8]([O:12][CH3:13])=[CH:7][CH:6]=2.[H-].[Na+].S(Cl)(C1C=CC(C)=CC=1)(=O)=O.[Cl-].[NH4+], predict the reaction product. The product is: [CH3:13][O:12][C:8]1[CH:9]=[C:10]2[C:5]([N:4]3[C:3](=[CH:11]2)[CH2:2][O:16][CH2:15][CH2:14]3)=[CH:6][CH:7]=1. (3) The product is: [CH2:3]([C:2]1([CH3:1])[CH:5]=[CH:6][C:9]2[C:8](=[CH:15][CH:14]=[C:11]([CH:12]=[O:13])[CH:10]=2)[O:7]1)[CH3:4]. Given the reactants [CH3:1][C:2]([O:7][C:8]1[CH:15]=[CH:14][C:11]([CH:12]=[O:13])=[CH:10][CH:9]=1)([CH2:5][CH3:6])[C:3]#[CH:4], predict the reaction product. (4) Given the reactants [F:1][C:2]1[CH:3]=[C:4]2[C:9](=[CH:10][CH:11]=1)[N:8]=[C:7]([NH:12][C:13](=[O:17])OCC)[C:6]([O:18][CH3:19])=[N:5]2.[CH3:20][O:21][C:22]1[CH:27]=[CH:26][C:25]([N:28]2[CH2:33][CH2:32][NH:31][CH2:30][CH2:29]2)=[CH:24][CH:23]=1, predict the reaction product. The product is: [F:1][C:2]1[CH:3]=[C:4]2[C:9](=[CH:10][CH:11]=1)[N:8]=[C:7]([NH:12][C:13]([N:31]1[CH2:30][CH2:29][N:28]([C:25]3[CH:24]=[CH:23][C:22]([O:21][CH3:20])=[CH:27][CH:26]=3)[CH2:33][CH2:32]1)=[O:17])[C:6]([O:18][CH3:19])=[N:5]2. (5) Given the reactants [NH:1]1[CH:5]=[C:4]([CH2:6][C:7]([OH:9])=[O:8])[N:3]=[CH:2]1.S(Cl)([Cl:12])=O.[CH3:14]O, predict the reaction product. The product is: [ClH:12].[NH:1]1[CH:5]=[C:4]([CH2:6][C:7]([O:9][CH3:14])=[O:8])[N:3]=[CH:2]1. (6) Given the reactants [Br:1][C:2]1[CH:3]=[C:4]2[C:9](=[CH:10][CH:11]=1)[N:8]1[CH:12]=[CH:13][CH:14]=[C:7]1[CH:6]([CH3:15])[N:5]2[C:16](=[O:25])[C:17]1[CH:22]=[CH:21][CH:20]=[C:19]([O:23]C)[CH:18]=1.B(Cl)(Cl)Cl.O, predict the reaction product. The product is: [Br:1][C:2]1[CH:3]=[C:4]2[C:9](=[CH:10][CH:11]=1)[N:8]1[CH:12]=[CH:13][CH:14]=[C:7]1[CH:6]([CH3:15])[N:5]2[C:16]([C:17]1[CH:18]=[C:19]([OH:23])[CH:20]=[CH:21][CH:22]=1)=[O:25]. (7) The product is: [C:4]([CH2:5][O:6][C:7]1[C:8]2[S:18][CH:17]=[CH:16][C:9]=2[S:10][C:11]=1[C:12]([OH:14])=[O:13])([OH:19])=[O:3]. Given the reactants C([O:3][C:4](=[O:19])[CH2:5][O:6][C:7]1[C:8]2[S:18][CH:17]=[CH:16][C:9]=2[S:10][C:11]=1[C:12]([O:14]C)=[O:13])C.O.[OH-].[Li+], predict the reaction product.